From a dataset of Full USPTO retrosynthesis dataset with 1.9M reactions from patents (1976-2016). Predict the reactants needed to synthesize the given product. (1) Given the product [Cl:1][C:2]1[CH:3]=[CH:4][C:5]([N:8]2[C:12]([C:13]3[CH:18]=[CH:17][CH:16]=[C:15]([C:19]([F:21])([F:20])[F:22])[CH:14]=3)=[CH:11][C:10]([C:23]([N:49]3[CH2:53][C:52](=[O:54])[NH:51][CH2:50]3)=[O:25])=[N:9]2)=[CH:6][CH:7]=1, predict the reactants needed to synthesize it. The reactants are: [Cl:1][C:2]1[CH:7]=[CH:6][C:5]([N:8]2[C:12]([C:13]3[CH:18]=[CH:17][CH:16]=[C:15]([C:19]([F:22])([F:21])[F:20])[CH:14]=3)=[CH:11][C:10]([C:23]([OH:25])=O)=[N:9]2)=[CH:4][CH:3]=1.ClC1C=C(N2C(C3C=C(F)C=C(Cl)C=3)=CC(C([N:49]3[CH2:53][C:52](=[O:54])[NH:51][CH2:50]3)=O)=N2)C=CC=1F. (2) Given the product [F:36][C:33]1[CH:34]=[CH:35][C:30]([CH2:29][NH:28][C:26]([C:10]2[N:11]=[C:12]3[C:18]4([CH2:19][CH2:20][O:21][CH2:22][CH2:23]4)[CH2:17][O:16][CH2:15][CH2:14][N:13]3[C:24](=[O:25])[C:9]=2[OH:8])=[O:27])=[C:31]([N:37]2[C:41](=[O:42])[N:40]([CH3:43])[CH:39]=[N:38]2)[CH:32]=1, predict the reactants needed to synthesize it. The reactants are: C([O:8][C:9]1[C:24](=[O:25])[N:13]2[CH2:14][CH2:15][O:16][CH2:17][C:18]3([CH2:23][CH2:22][O:21][CH2:20][CH2:19]3)[C:12]2=[N:11][C:10]=1[C:26]([NH:28][CH2:29][C:30]1[CH:35]=[CH:34][C:33]([F:36])=[CH:32][C:31]=1[N:37]1[C:41](=[O:42])[N:40]([CH3:43])[CH:39]=[N:38]1)=[O:27])C1C=CC=CC=1.[H][H].